From a dataset of Peptide-MHC class I binding affinity with 185,985 pairs from IEDB/IMGT. Regression. Given a peptide amino acid sequence and an MHC pseudo amino acid sequence, predict their binding affinity value. This is MHC class I binding data. The peptide sequence is VMAGVGSPYV. The MHC is HLA-A68:02 with pseudo-sequence HLA-A68:02. The binding affinity (normalized) is 0.149.